From a dataset of Reaction yield outcomes from USPTO patents with 853,638 reactions. Predict the reaction yield, written as a fraction of the theoretical maximum amount of product (1.0 means a 100% yield; for example, 0.34 means a 34% yield). (1) The reactants are O=[C:2]1[O:7][C:6]([C:8]2[CH:13]=[CH:12][CH:11]=[CH:10][C:9]=2[O:14]C(=O)C)=[N:5][C:4]2[CH:18]=[CH:19][CH:20]=[CH:21][C:3]1=2.[CH3:22][O:23][C:24]1[CH:29]=[CH:28][CH:27]=[CH:26][C:25]=1[CH2:30][CH2:31][NH2:32]. No catalyst specified. The product is [OH:14][C:9]1[CH:10]=[CH:11][CH:12]=[CH:13][C:8]=1[C:6]1[N:32]([CH2:31][CH2:30][C:25]2[CH:26]=[CH:27][CH:28]=[CH:29][C:24]=2[O:23][CH3:22])[C:2](=[O:7])[C:3]2[C:4](=[CH:18][CH:19]=[CH:20][CH:21]=2)[N:5]=1. The yield is 0.820. (2) The reactants are [CH3:1][N:2]1[C:6]2[CH:7]=[C:8]([C:11](Cl)=[O:12])[CH:9]=[CH:10][C:5]=2[O:4][C:3]1=[O:14].[Br:15][C:16]1[CH:21]=[CH:20][C:19]([CH2:22]Br)=[C:18]([C:24]([F:27])([F:26])[F:25])[CH:17]=1.C([O-])(O)=O.[Na+]. The catalyst is COCCOC.[Zn]. The product is [Br:15][C:16]1[CH:21]=[CH:20][C:19]([CH2:22][C:11]([C:8]2[CH:9]=[CH:10][C:5]3[O:4][C:3](=[O:14])[N:2]([CH3:1])[C:6]=3[CH:7]=2)=[O:12])=[C:18]([C:24]([F:25])([F:26])[F:27])[CH:17]=1. The yield is 0.470. (3) The reactants are [C:1]([O:4][CH:5]1[CH:10]([CH3:11])[CH2:9][C:8]([C:12]2[CH:17]=[CH:16][N:15]=[CH:14][C:13]=2[N+:18]([O-])=O)=[CH:7][CH:6]1[NH:21][C:22]([O:24][C:25]([CH3:28])([CH3:27])[CH3:26])=[O:23])(=[O:3])[CH3:2]. The catalyst is CO.CCOC(C)=O.[Pd]. The product is [C:1]([O:4][CH:5]1[CH:10]([CH3:11])[CH2:9][CH:8]([C:12]2[CH:17]=[CH:16][N:15]=[CH:14][C:13]=2[NH2:18])[CH2:7][CH:6]1[NH:21][C:22]([O:24][C:25]([CH3:26])([CH3:28])[CH3:27])=[O:23])(=[O:3])[CH3:2]. The yield is 0.590. (4) The reactants are [Cl-].[Al+3].[Cl-].[Cl-].[Cl:5][CH2:6][C:7](Cl)=[O:8].[C:10]1([CH:17]=[CH:16][CH:15]=[C:13]([OH:14])[CH:12]=1)[OH:11].Cl. The catalyst is [N+](C1C=CC=CC=1)([O-])=O.O.C(Cl)(Cl)Cl. The product is [Cl:5][CH2:6][C:7]([C:15]1[CH:16]=[CH:17][C:10]([OH:11])=[CH:12][C:13]=1[OH:14])=[O:8]. The yield is 0.640.